From a dataset of Forward reaction prediction with 1.9M reactions from USPTO patents (1976-2016). Predict the product of the given reaction. (1) Given the reactants [C:1]([C:3]1[CH:8]=[CH:7][C:6]([CH:9]2[CH2:14][CH2:13][N:12]([C:15]([C:17]3[C:18]([CH2:30][CH3:31])=[CH:19][C:20]([CH:27]4[CH2:29][CH2:28]4)=[C:21]([CH:26]=3)[C:22](OC)=[O:23])=[O:16])[CH2:11][CH2:10]2)=[CH:5][CH:4]=1)#[N:2].[NH2:32][NH2:33], predict the reaction product. The product is: [C:1]([C:3]1[CH:8]=[CH:7][C:6]([CH:9]2[CH2:10][CH2:11][N:12]([C:15]([C:17]3[C:18]([CH2:30][CH3:31])=[CH:19][C:20]([CH:27]4[CH2:29][CH2:28]4)=[C:21]([CH:26]=3)[C:22]([NH:32][NH2:33])=[O:23])=[O:16])[CH2:13][CH2:14]2)=[CH:5][CH:4]=1)#[N:2]. (2) The product is: [Br:1][C:2]1[CH:3]=[CH:4][C:5]2[N:6]([N:9]=[C:10]([NH2:12])[N:11]=2)[C:7]=1[NH:19][CH:13]1[CH2:18][CH2:17][CH2:16][CH2:15][CH2:14]1. Given the reactants [Br:1][C:2]1[CH:3]=[CH:4][C:5]2[N:6]([N:9]=[C:10]([NH2:12])[N:11]=2)[C:7]=1Cl.[CH:13]1([NH2:19])[CH2:18][CH2:17][CH2:16][CH2:15][CH2:14]1, predict the reaction product.